From a dataset of Reaction yield outcomes from USPTO patents with 853,638 reactions. Predict the reaction yield, written as a fraction of the theoretical maximum amount of product (1.0 means a 100% yield; for example, 0.34 means a 34% yield). (1) The reactants are [C:1]([O:5][C:6]([N:8]1[CH2:19][CH2:18][C:11]2([NH:15][C:14](=[O:16])[NH:13][C:12]2=[O:17])[CH2:10][CH2:9]1)=[O:7])([CH3:4])([CH3:3])[CH3:2].[CH3:20][O:21][C:22]1[CH:29]=[CH:28][C:25]([CH2:26]Cl)=[CH:24][CH:23]=1.C(=O)([O-])[O-].[K+].[K+].CN(C=O)C. The catalyst is O. The product is [C:1]([O:5][C:6]([N:8]1[CH2:9][CH2:10][C:11]2([NH:15][C:14](=[O:16])[N:13]([CH2:26][C:25]3[CH:28]=[CH:29][C:22]([O:21][CH3:20])=[CH:23][CH:24]=3)[C:12]2=[O:17])[CH2:18][CH2:19]1)=[O:7])([CH3:4])([CH3:2])[CH3:3]. The yield is 0.790. (2) The reactants are [Br:1][C:2]1[CH:9]=[CH:8][C:7]([O:10][Si:11]([C:14]([CH3:17])([CH3:16])[CH3:15])([CH3:13])[CH3:12])=[CH:6][C:3]=1[CH2:4][OH:5].C(N(C(C)C)CC)(C)C.[CH3:27][O:28][CH2:29]Cl.O. The catalyst is ClCCl. The product is [Br:1][C:2]1[CH:9]=[CH:8][C:7]([O:10][Si:11]([C:14]([CH3:17])([CH3:16])[CH3:15])([CH3:12])[CH3:13])=[CH:6][C:3]=1[CH2:4][O:5][CH2:27][O:28][CH3:29]. The yield is 0.940. (3) The reactants are C(OC([NH:8][C:9]1[CH:13]=[CH:12][S:11][C:10]=1[C:14]1[CH:19]=[CH:18][C:17]([Br:20])=[CH:16][CH:15]=1)=O)(C)(C)C.Cl.O.C([O-])(O)=O.[Na+]. The catalyst is CCOC(C)=O. The product is [Br:20][C:17]1[CH:18]=[CH:19][C:14]([C:10]2[S:11][CH:12]=[CH:13][C:9]=2[NH2:8])=[CH:15][CH:16]=1. The yield is 0.740. (4) The reactants are [Cl:1][C:2]1[CH:3]=[C:4]([C:12]2[S:16][C:15]([N:17]3[CH:33]=[C:20]4[CH2:21][N:22]([CH2:25][CH2:26][CH2:27][C:28]([O:30]CC)=[O:29])[CH2:23][CH2:24][C:19]4=[N:18]3)=[N:14][N:13]=2)[CH:5]=[CH:6][C:7]=1[O:8][CH:9]([CH3:11])[CH3:10].O.[Li+].[OH-].CCOC(C)=O. The catalyst is C1COCC1. The product is [Cl:1][C:2]1[CH:3]=[C:4]([C:12]2[S:16][C:15]([N:17]3[CH:33]=[C:20]4[CH2:21][N:22]([CH2:25][CH2:26][CH2:27][C:28]([OH:30])=[O:29])[CH2:23][CH2:24][C:19]4=[N:18]3)=[N:14][N:13]=2)[CH:5]=[CH:6][C:7]=1[O:8][CH:9]([CH3:10])[CH3:11]. The yield is 0.610. (5) The reactants are [F:1][C:2]([F:7])([F:6])[C:3]([OH:5])=[O:4].C(OC([N:15]1[CH2:20][CH2:19][N:18]([C:21]2[CH:22]=[CH:23][C:24]3[O:28][C:27]([C:29]([O:31][CH2:32][CH3:33])=[O:30])=[CH:26][C:25]=3[C:34]=2[CH3:35])[CH2:17][CH2:16]1)=O)(C)(C)C. The product is [F:1][C:2]([F:7])([F:6])[C:3]([OH:5])=[O:4].[CH2:32]([O:31][C:29]([C:27]1[O:28][C:24]2[CH:23]=[CH:22][C:21]([N:18]3[CH2:17][CH2:16][NH:15][CH2:20][CH2:19]3)=[C:34]([CH3:35])[C:25]=2[CH:26]=1)=[O:30])[CH3:33]. The yield is 0.862. The catalyst is ClCCl.